From a dataset of Full USPTO retrosynthesis dataset with 1.9M reactions from patents (1976-2016). Predict the reactants needed to synthesize the given product. (1) Given the product [OH:23][CH2:22][CH:11]1[CH:12]([OH:18])[CH:13]([OH:14])[CH:8]([OH:7])[CH:9]([O:27][C:28]2[CH:32]=[CH:31][S:30][C:29]=2[CH2:33][C:34]2[CH:35]=[CH:36][C:37]([O:40][CH3:41])=[CH:38][CH:39]=2)[O:10]1, predict the reactants needed to synthesize it. The reactants are: C[O-].[Na+].C([O:7][CH:8]1[CH:13]([O:14]C(=O)C)[CH:12]([O:18]C(=O)C)[CH:11]([CH2:22][O:23]C(=O)C)[O:10][CH:9]1[O:27][C:28]1[CH:32]=[CH:31][S:30][C:29]=1[CH2:33][C:34]1[CH:39]=[CH:38][C:37]([O:40][CH3:41])=[CH:36][CH:35]=1)(=O)C.CO. (2) The reactants are: [CH:1](=[C:8]1[NH:12][C:11](=[O:13])[C:10]([N:14]=[O:15])=[C:9]1OC)[C:2]1[CH:7]=[CH:6][CH:5]=[CH:4][CH:3]=1.[NH3:18]. Given the product [NH2:18][C:9]1[C:8](=[CH:1][C:2]2[CH:7]=[CH:6][CH:5]=[CH:4][CH:3]=2)[NH:12][C:11](=[O:13])[C:10]=1[N:14]=[O:15], predict the reactants needed to synthesize it. (3) Given the product [Br:1][C:2]1[N:3]=[CH:4][C:5]([C:23](=[O:24])[CH2:22][O:21][CH3:20])=[CH:6][CH:7]=1, predict the reactants needed to synthesize it. The reactants are: [Br:1][C:2]1[CH:7]=[CH:6][C:5](Br)=[CH:4][N:3]=1.CCCCCC.C([Li])CCC.[CH3:20][O:21][CH2:22][C:23](OC)=[O:24].Cl. (4) Given the product [F:1][C:2]1[CH:3]=[C:4]([S:15]([NH2:11])(=[O:17])=[O:16])[CH:6]=[C:7]([I:9])[CH:8]=1, predict the reactants needed to synthesize it. The reactants are: [F:1][C:2]1[CH:3]=[C:4]([CH:6]=[C:7]([I:9])[CH:8]=1)N.Cl.[N:11]([O-])=O.[Na+].[S:15](=[O:17])=[O:16]. (5) Given the product [Br:1][C:2]1[CH:3]=[C:4]([N:9]([CH2:28][CH:27]([N:30]([CH2:38][C:39]2[CH:40]=[CH:41][CH:42]=[CH:43][CH:44]=2)[CH2:31][C:32]2[CH:33]=[CH:34][CH:35]=[CH:36][CH:37]=2)[CH2:26][O:25][Si:24]([C:20]([CH3:23])([CH3:22])[CH3:21])([CH3:46])[CH3:45])[S:10]([C:13]2[CH:18]=[CH:17][CH:16]=[C:15]([CH3:19])[CH:14]=2)(=[O:11])=[O:12])[C:5]([Cl:8])=[N:6][CH:7]=1, predict the reactants needed to synthesize it. The reactants are: [Br:1][C:2]1[CH:3]=[C:4]([NH:9][S:10]([C:13]2[CH:18]=[CH:17][CH:16]=[C:15]([CH3:19])[CH:14]=2)(=[O:12])=[O:11])[C:5]([Cl:8])=[N:6][CH:7]=1.[C:20]([Si:24]([CH3:46])([CH3:45])[O:25][CH2:26][CH:27]([N:30]([CH2:38][C:39]1[CH:44]=[CH:43][CH:42]=[CH:41][CH:40]=1)[CH2:31][C:32]1[CH:37]=[CH:36][CH:35]=[CH:34][CH:33]=1)[CH2:28]O)([CH3:23])([CH3:22])[CH3:21].C1(P(C2C=CC=CC=2)C2C=CC=CC=2)C=CC=CC=1.CC(OC(/N=N/C(OC(C)C)=O)=O)C. (6) Given the product [CH3:21][CH:22]1[CH2:26][CH2:25][CH2:24][N:23]1[C:27]1[N:32]=[C:31]([NH:33][C:2]2[C:3]3[N:4]([N:18]=[CH:19][N:20]=3)[CH:5]=[C:6]([C:8]3[CH:9]=[C:10]([CH:15]=[CH:16][CH:17]=3)[C:11]([O:13][CH3:14])=[O:12])[CH:7]=2)[CH:30]=[CH:29][CH:28]=1, predict the reactants needed to synthesize it. The reactants are: Br[C:2]1[C:3]2[N:4]([N:18]=[CH:19][N:20]=2)[CH:5]=[C:6]([C:8]2[CH:9]=[C:10]([CH:15]=[CH:16][CH:17]=2)[C:11]([O:13][CH3:14])=[O:12])[CH:7]=1.[CH3:21][CH:22]1[CH2:26][CH2:25][CH2:24][N:23]1[C:27]1[N:32]=[C:31]([NH2:33])[CH:30]=[CH:29][CH:28]=1.C1C=CC(P(C2C(C3C(P(C4C=CC=CC=4)C4C=CC=CC=4)=CC=C4C=3C=CC=C4)=C3C(C=CC=C3)=CC=2)C2C=CC=CC=2)=CC=1.C([O-])([O-])=O.[Cs+].[Cs+]. (7) Given the product [C:29]([CH2:22][CH2:23][CH2:24][CH2:25][CH2:26][CH2:21][O:1][CH2:2][CH2:3][CH2:4][CH2:5][CH2:6][CH2:7][O:8][C:9]1[CH:17]=[CH:16][C:12]([C:13]([OH:15])=[O:14])=[C:11]([F:18])[CH:10]=1)(=[O:28])[CH:30]=[CH2:31], predict the reactants needed to synthesize it. The reactants are: [OH:1][CH2:2][CH2:3][CH2:4][CH2:5][CH2:6][CH2:7][O:8][C:9]1[CH:17]=[CH:16][C:12]([C:13]([OH:15])=[O:14])=[C:11]([F:18])[CH:10]=1.CN(C)[C:21]1[CH:26]=[CH:25][CH:24]=[CH:23][CH:22]=1.[O:28]1C[CH2:31][CH2:30][CH2:29]1.C(Cl)(=O)C=C.